This data is from NCI-60 drug combinations with 297,098 pairs across 59 cell lines. The task is: Regression. Given two drug SMILES strings and cell line genomic features, predict the synergy score measuring deviation from expected non-interaction effect. (1) Drug 1: CC1=C2C(C(=O)C3(C(CC4C(C3C(C(C2(C)C)(CC1OC(=O)C(C(C5=CC=CC=C5)NC(=O)C6=CC=CC=C6)O)O)OC(=O)C7=CC=CC=C7)(CO4)OC(=O)C)O)C)OC(=O)C. Drug 2: C1=CN(C=N1)CC(O)(P(=O)(O)O)P(=O)(O)O. Cell line: MDA-MB-435. Synergy scores: CSS=57.1, Synergy_ZIP=-4.97, Synergy_Bliss=-8.00, Synergy_Loewe=-31.0, Synergy_HSA=-8.59. (2) Drug 1: CCN(CC)CCNC(=O)C1=C(NC(=C1C)C=C2C3=C(C=CC(=C3)F)NC2=O)C. Drug 2: CS(=O)(=O)OCCCCOS(=O)(=O)C. Cell line: SF-539. Synergy scores: CSS=9.57, Synergy_ZIP=-5.71, Synergy_Bliss=-4.20, Synergy_Loewe=-23.7, Synergy_HSA=-1.36. (3) Drug 1: CC1OCC2C(O1)C(C(C(O2)OC3C4COC(=O)C4C(C5=CC6=C(C=C35)OCO6)C7=CC(=C(C(=C7)OC)O)OC)O)O. Drug 2: C(=O)(N)NO. Cell line: K-562. Synergy scores: CSS=42.5, Synergy_ZIP=2.82, Synergy_Bliss=3.48, Synergy_Loewe=-31.8, Synergy_HSA=2.88. (4) Drug 1: CCC1=CC2CC(C3=C(CN(C2)C1)C4=CC=CC=C4N3)(C5=C(C=C6C(=C5)C78CCN9C7C(C=CC9)(C(C(C8N6C)(C(=O)OC)O)OC(=O)C)CC)OC)C(=O)OC.C(C(C(=O)O)O)(C(=O)O)O. Drug 2: CC1=C(C(CCC1)(C)C)C=CC(=CC=CC(=CC(=O)O)C)C. Cell line: UACC-257. Synergy scores: CSS=15.6, Synergy_ZIP=-7.15, Synergy_Bliss=-2.55, Synergy_Loewe=-13.1, Synergy_HSA=-3.76. (5) Drug 1: CN1CCC(CC1)COC2=C(C=C3C(=C2)N=CN=C3NC4=C(C=C(C=C4)Br)F)OC. Drug 2: C1=NC(=NC(=O)N1C2C(C(C(O2)CO)O)O)N. Cell line: HOP-62. Synergy scores: CSS=11.8, Synergy_ZIP=-0.533, Synergy_Bliss=8.13, Synergy_Loewe=6.20, Synergy_HSA=6.88. (6) Drug 1: CNC(=O)C1=NC=CC(=C1)OC2=CC=C(C=C2)NC(=O)NC3=CC(=C(C=C3)Cl)C(F)(F)F. Drug 2: CN(CC1=CN=C2C(=N1)C(=NC(=N2)N)N)C3=CC=C(C=C3)C(=O)NC(CCC(=O)O)C(=O)O. Cell line: SN12C. Synergy scores: CSS=31.7, Synergy_ZIP=-5.88, Synergy_Bliss=-2.04, Synergy_Loewe=-22.5, Synergy_HSA=-5.47. (7) Drug 1: C1C(C(OC1N2C=C(C(=O)NC2=O)F)CO)O. Drug 2: CS(=O)(=O)CCNCC1=CC=C(O1)C2=CC3=C(C=C2)N=CN=C3NC4=CC(=C(C=C4)OCC5=CC(=CC=C5)F)Cl. Cell line: KM12. Synergy scores: CSS=14.3, Synergy_ZIP=0.138, Synergy_Bliss=-1.46, Synergy_Loewe=-18.3, Synergy_HSA=-5.40. (8) Drug 1: C1CCC(C1)C(CC#N)N2C=C(C=N2)C3=C4C=CNC4=NC=N3. Drug 2: C1CN(P(=O)(OC1)NCCCl)CCCl. Cell line: OVCAR-4. Synergy scores: CSS=-0.101, Synergy_ZIP=0.283, Synergy_Bliss=-1.06, Synergy_Loewe=-1.06, Synergy_HSA=-1.65. (9) Drug 1: CN(C(=O)NC(C=O)C(C(C(CO)O)O)O)N=O. Drug 2: C1CN(P(=O)(OC1)NCCCl)CCCl. Cell line: SF-539. Synergy scores: CSS=-19.1, Synergy_ZIP=-0.0457, Synergy_Bliss=-14.0, Synergy_Loewe=-24.1, Synergy_HSA=-22.7. (10) Drug 1: COC1=C(C=C2C(=C1)N=CN=C2NC3=CC(=C(C=C3)F)Cl)OCCCN4CCOCC4. Drug 2: C1=NC2=C(N=C(N=C2N1C3C(C(C(O3)CO)O)F)Cl)N. Cell line: T-47D. Synergy scores: CSS=15.4, Synergy_ZIP=-3.84, Synergy_Bliss=-0.819, Synergy_Loewe=-1.13, Synergy_HSA=-0.293.